Dataset: Forward reaction prediction with 1.9M reactions from USPTO patents (1976-2016). Task: Predict the product of the given reaction. (1) Given the reactants [CH3:1][O:2][CH2:3][C:4]([O:6][CH3:7])=[O:5].N1[CH:13]=[CH:12][CH:11]=[CH:10]C=1.Br[CH2:15][CH2:16][CH2:17][O:18][C:19]1[CH:24]=[CH:23][C:22]([C:25]2[CH:30]=[CH:29][CH:28]=[CH:27][CH:26]=2)=[CH:21][CH:20]=1.[I-].[Na+].[CH3:33][C:34](C)([O-:36])[CH3:35].[K+].[CH2:39]1COCC1, predict the reaction product. The product is: [CH3:7][O:6][C:4](=[O:5])[C:3]([O:2][CH3:1])=[CH:10][C:11]1[CH:39]=[CH:35][C:34]([O:36][CH2:15][CH2:16][CH2:17][O:18][C:19]2[CH:24]=[CH:23][C:22]([C:25]3[CH:30]=[CH:29][CH:28]=[CH:27][CH:26]=3)=[CH:21][CH:20]=2)=[CH:33][C:12]=1[CH3:13]. (2) Given the reactants Cl[C:2]1[CH:7]=[C:6]([O:8][C:9]2[CH:10]=[N:11][C:12]([N+:15]([O-:17])=[O:16])=[CH:13][CH:14]=2)[CH:5]=[CH:4][N:3]=1.C([O-])([O-])=O.[Cs+].[Cs+].[CH:24]1([C:27]([NH2:29])=[O:28])[CH2:26][CH2:25]1, predict the reaction product. The product is: [N+:15]([C:12]1[N:11]=[CH:10][C:9]([O:8][C:6]2[CH:5]=[CH:4][N:3]=[C:2]([NH:29][C:27]([CH:24]3[CH2:26][CH2:25]3)=[O:28])[CH:7]=2)=[CH:14][CH:13]=1)([O-:17])=[O:16]. (3) Given the reactants Cl[C:2]1[NH:3][C:4](=[O:13])[C:5]2[C:10]([CH:11]=1)=[C:9]([CH3:12])[CH:8]=[CH:7][CH:6]=2.[N:14]1([CH2:20][CH2:21][CH2:22][CH2:23][CH2:24][N:25]2[CH2:30][CH2:29][NH:28][CH2:27][CH2:26]2)[CH2:19][CH2:18][CH2:17][CH2:16][CH2:15]1, predict the reaction product. The product is: [CH3:12][C:9]1[CH:8]=[CH:7][CH:6]=[C:5]2[C:10]=1[CH:11]=[C:2]([N:28]1[CH2:27][CH2:26][N:25]([CH2:24][CH2:23][CH2:22][CH2:21][CH2:20][N:14]3[CH2:15][CH2:16][CH2:17][CH2:18][CH2:19]3)[CH2:30][CH2:29]1)[NH:3][C:4]2=[O:13]. (4) Given the reactants [I:1][C:2]1[C:10]2[C:5](=[N:6][CH:7]=[N:8][C:9]=2[NH2:11])[NH:4][N:3]=1.[C:12]([O:16][C:17]([N:19]1[CH2:24][CH2:23][CH2:22][C@H:21](O)[CH2:20]1)=[O:18])([CH3:15])([CH3:14])[CH3:13].C1(P(C2C=CC=CC=2)C2C=CC=CC=2)C=CC=CC=1.N(C(OC(C)C)=O)=NC(OC(C)C)=O, predict the reaction product. The product is: [NH2:11][C:9]1[N:8]=[CH:7][N:6]=[C:5]2[N:4]([C@@H:23]3[CH2:22][CH2:21][CH2:20][N:19]([C:17]([O:16][C:12]([CH3:15])([CH3:14])[CH3:13])=[O:18])[CH2:24]3)[N:3]=[C:2]([I:1])[C:10]=12.